This data is from Peptide-MHC class I binding affinity with 185,985 pairs from IEDB/IMGT. The task is: Regression. Given a peptide amino acid sequence and an MHC pseudo amino acid sequence, predict their binding affinity value. This is MHC class I binding data. The peptide sequence is ETKKTMLAL. The MHC is HLA-B15:09 with pseudo-sequence HLA-B15:09. The binding affinity (normalized) is 0.0847.